From a dataset of Forward reaction prediction with 1.9M reactions from USPTO patents (1976-2016). Predict the product of the given reaction. (1) Given the reactants N1CCCC(=O)[C:2]1=O.F[C:10]([C:13]1[C:14](=[O:20])[C:15](=[O:19])[N:16]=[CH:17][CH:18]=1)(F)F.FC(F)(S(F)(=O)=O)C(OC)=O.[OH-].[OH-].[Li+].[OH-].[Na+], predict the reaction product. The product is: [CH3:2][C:18]1[CH:17]=[N:16][C:15](=[O:19])[C:14](=[O:20])[C:13]=1[CH3:10]. (2) Given the reactants [CH:1]1([C:4]2[CH:5]=[CH:6][C:7]([C:16]([OH:18])=O)=[N:8][C:9]=2[O:10][CH2:11][C:12]([F:15])([F:14])[F:13])[CH2:3][CH2:2]1.Cl.[NH2:20][C@@H:21]([C:25]1[CH:30]=[CH:29][CH:28]=[CH:27][CH:26]=1)[C:22]([NH2:24])=[O:23], predict the reaction product. The product is: [C:22]([C@@H:21]([NH:20][C:16]([C:7]1[CH:6]=[CH:5][C:4]([CH:1]2[CH2:2][CH2:3]2)=[C:9]([O:10][CH2:11][C:12]([F:13])([F:14])[F:15])[N:8]=1)=[O:18])[C:25]1[CH:26]=[CH:27][CH:28]=[CH:29][CH:30]=1)(=[O:23])[NH2:24].